Task: Predict the product of the given reaction.. Dataset: Forward reaction prediction with 1.9M reactions from USPTO patents (1976-2016) (1) Given the reactants [N+:1]([C:4]1[CH:5]=[C:6]([C:10]2[CH2:11][CH2:12][NH:13][CH2:14][CH:15]=2)[CH:7]=[CH:8][CH:9]=1)([O-:3])=[O:2].Br[CH2:17][CH2:18][CH2:19][NH:20][C:21](=[O:27])[O:22][C:23]([CH3:26])([CH3:25])[CH3:24].C([O-])([O-])=O.[K+].[K+].C(N(C(C)C)CC)(C)C, predict the reaction product. The product is: [N+:1]([C:4]1[CH:5]=[C:6]([C:10]2[CH2:15][CH2:14][N:13]([CH2:17][CH2:18][CH2:19][NH:20][C:21](=[O:27])[O:22][C:23]([CH3:26])([CH3:25])[CH3:24])[CH2:12][CH:11]=2)[CH:7]=[CH:8][CH:9]=1)([O-:3])=[O:2]. (2) The product is: [Br:21][C:18]1[CH:19]=[CH:20][N:16]([NH:15][C:13](=[O:14])[C@@H:12]([NH:11][C:9](=[O:10])[O:8][CH2:1][C:2]2[CH:3]=[CH:4][CH:5]=[CH:6][CH:7]=2)[CH3:26])[C:17]=1[C:22](=[O:24])[NH:35][C:33]1[CH:32]=[CH:31][CH:30]=[C:29]([C:28]([F:36])([F:27])[F:37])[N:34]=1. Given the reactants [CH2:1]([O:8][C:9]([NH:11][C@@H:12]([CH3:26])[C:13]([NH:15][N:16]1[CH:20]=[CH:19][C:18]([Br:21])=[C:17]1[C:22]([O:24]C)=O)=[O:14])=[O:10])[C:2]1[CH:7]=[CH:6][CH:5]=[CH:4][CH:3]=1.[F:27][C:28]([F:37])([F:36])[C:29]1[N:34]=[C:33]([NH2:35])[CH:32]=[CH:31][CH:30]=1, predict the reaction product. (3) Given the reactants CC1(C)CO[CH:5]([C:8]2[C:13]([O:14]COC)=[C:12]([O:18][CH3:19])[CH:11]=[CH:10][C:9]=2[NH:20][CH2:21][C@@H:22]([OH:33])[CH2:23][O:24][C:25]2[CH:30]=[CH:29][C:28]([CH3:31])=[CH:27][C:26]=2[CH3:32])OC1.Cl.[NH2:36][C:37]1[CH:38]=[C:39]2[C:43](=[CH:44][C:45]=1[NH2:46])[C:42](=[O:47])[N:41]([CH:48]1[CH2:53][CH2:52][N:51]([CH3:54])[CH2:50][CH2:49]1)[CH2:40]2.CC(O)=O, predict the reaction product. The product is: [CH3:32][C:26]1[CH:27]=[C:28]([CH3:31])[CH:29]=[CH:30][C:25]=1[O:24][CH2:23][C@H:22]([OH:33])[CH2:21][NH:20][C:9]1[C:8]([C:5]2[NH:46][C:45]3[C:37](=[CH:38][C:39]4[CH2:40][N:41]([CH:48]5[CH2:53][CH2:52][N:51]([CH3:54])[CH2:50][CH2:49]5)[C:42](=[O:47])[C:43]=4[CH:44]=3)[N:36]=2)=[C:13]([OH:14])[C:12]([O:18][CH3:19])=[CH:11][CH:10]=1. (4) Given the reactants [NH2:1][C:2]1[CH:22]=[CH:21][C:5]([CH2:6][N:7]([CH:15]2[CH2:20][CH2:19][CH2:18][CH2:17][CH2:16]2)[C:8]([C:10]2[O:11][CH:12]=[CH:13][CH:14]=2)=[O:9])=[CH:4][CH:3]=1.C(OC([NH:30][CH2:31][CH2:32][CH2:33][CH2:34][C@H:35]([NH:39]C(OCC1C2C=CC=CC=2C2C1=CC=CC=2)=O)[C:36](O)=[O:37])=O)(C)(C)C.[Cl:57][C:58]1[CH:63]=[CH:62][C:61]([CH2:64][N:65]=[C:66]=[O:67])=[CH:60][C:59]=1[Cl:68], predict the reaction product. The product is: [NH2:30][CH2:31][CH2:32][CH2:33][CH2:34][C@H:35]([NH:39][C:66]([NH:65][CH2:64][C:61]1[CH:62]=[CH:63][C:58]([Cl:57])=[C:59]([Cl:68])[CH:60]=1)=[O:67])[C:36]([NH:1][C:2]1[CH:3]=[CH:4][C:5]([CH2:6][N:7]([CH:15]2[CH2:20][CH2:19][CH2:18][CH2:17][CH2:16]2)[C:8]([C:10]2[O:11][CH:12]=[CH:13][CH:14]=2)=[O:9])=[CH:21][CH:22]=1)=[O:37].